From a dataset of Reaction yield outcomes from USPTO patents with 853,638 reactions. Predict the reaction yield, written as a fraction of the theoretical maximum amount of product (1.0 means a 100% yield; for example, 0.34 means a 34% yield). (1) The catalyst is C(Cl)(Cl)(Cl)Cl.O. The reactants are [CH3:1][C:2]1[C:11]2[C:6](=[CH:7][CH:8]=[CH:9][CH:10]=2)[C:5]([C:12]#[N:13])=[CH:4][CH:3]=1.C1C(=O)N([Br:21])C(=O)C1.CC(N=NC(C#N)(C)C)(C#N)C. The product is [Br:21][CH2:1][C:2]1[C:11]2[C:6](=[CH:7][CH:8]=[CH:9][CH:10]=2)[C:5]([C:12]#[N:13])=[CH:4][CH:3]=1. The yield is 0.520. (2) The reactants are C(#[N:3])C.C([N-]C(C)C)(C)C.[Li+].[CH3:12][O:13][C:14]1[S:18][C:17]([CH2:19][CH2:20][C:21](OC)=O)=[CH:16][CH:15]=1.Cl.NN.[NH:28]1C=[CH:31][CH:30]=[N:29]1. The catalyst is C1COCC1.C(O)C. The product is [CH3:12][O:13][C:14]1[S:18][C:17]([CH2:19][CH2:20][C:21]2[NH:28][N:29]=[C:30]([NH2:3])[CH:31]=2)=[CH:16][CH:15]=1. The yield is 0.314.